Task: Predict which catalyst facilitates the given reaction.. Dataset: Catalyst prediction with 721,799 reactions and 888 catalyst types from USPTO (1) Reactant: C[O-].[Na+].[NH2:4][C:5]1[CH:6]=[C:7]([SH:11])[CH:8]=[CH:9][CH:10]=1.Br[CH2:13][CH2:14][OH:15].C(=O)([O-])[O-].[K+].[K+].[Cl:22][C:23]1[N:28]=[C:27](Cl)[C:26]([Cl:30])=[CH:25][N:24]=1. Product: [Cl:22][C:23]1[N:28]=[C:27]([NH:4][C:5]2[CH:6]=[C:7]([S:11][CH2:13][CH2:14][OH:15])[CH:8]=[CH:9][CH:10]=2)[C:26]([Cl:30])=[CH:25][N:24]=1. The catalyst class is: 35. (2) Reactant: FC(F)(F)C(O)=O.[Cl:8][C:9]1[C:10]([F:40])=[C:11]([CH:15]2[C:19]([C:22]3[CH:27]=[CH:26][C:25]([Cl:28])=[CH:24][C:23]=3[F:29])([C:20]#[N:21])[CH:18]([CH2:30][C:31]([CH3:36])([CH3:35])[CH:32]([CH3:34])[CH3:33])[NH:17][CH:16]2[C:37]([OH:39])=O)[CH:12]=[CH:13][CH:14]=1.CC1(C)[O:46][C@@H:45]([CH2:47][CH2:48][NH2:49])[CH2:44][O:43]1.CN(C(ON1N=NC2C=CC=NC1=2)=[N+](C)C)C.F[P-](F)(F)(F)(F)F.CCN(C(C)C)C(C)C.Cl. Product: [OH:46][C@H:45]([CH2:44][OH:43])[CH2:47][CH2:48][NH:49][C:37]([CH:16]1[CH:15]([C:11]2[CH:12]=[CH:13][CH:14]=[C:9]([Cl:8])[C:10]=2[F:40])[C:19]([C:22]2[CH:27]=[CH:26][C:25]([Cl:28])=[CH:24][C:23]=2[F:29])([C:20]#[N:21])[CH:18]([CH2:30][C:31]([CH3:35])([CH3:36])[CH:32]([CH3:34])[CH3:33])[NH:17]1)=[O:39]. The catalyst class is: 539. (3) Reactant: [NH2:1][CH:2]1[CH2:7][CH2:6][CH2:5][N:4]([C:8]2[CH:9]=[N:10][C:11]([O:17][C:18]3[CH:23]=[CH:22][C:21]([O:24][C:25]4[CH:30]=[CH:29][CH:28]=[CH:27][CH:26]=4)=[CH:20][CH:19]=3)=[C:12]([C:14]([NH2:16])=[O:15])[CH:13]=2)[CH2:3]1.C(N(CC)C(C)C)(C)C.[C:40](Cl)(=[O:43])[CH:41]=[CH2:42]. Product: [C:40]([NH:1][CH:2]1[CH2:7][CH2:6][CH2:5][N:4]([C:8]2[CH:9]=[N:10][C:11]([O:17][C:18]3[CH:23]=[CH:22][C:21]([O:24][C:25]4[CH:30]=[CH:29][CH:28]=[CH:27][CH:26]=4)=[CH:20][CH:19]=3)=[C:12]([C:14]([NH2:16])=[O:15])[CH:13]=2)[CH2:3]1)(=[O:43])[CH:41]=[CH2:42]. The catalyst class is: 2. (4) Reactant: [O:1]1[CH:5]=[CH:4][C:3]([C:6]([NH:8][NH2:9])=O)=[N:2]1.[NH2:10][C:11](=S)[C:12]([O:14][CH2:15][CH3:16])=[O:13].[Cl-].[NH4+]. Product: [O:1]1[CH:5]=[CH:4][C:3]([C:6]2[N:10]=[C:11]([C:12]([O:14][CH2:15][CH3:16])=[O:13])[NH:9][N:8]=2)=[N:2]1. The catalyst class is: 8. (5) Reactant: [CH3:1][C:2]1[CH:3]=[C:4]([CH:18]=[CH:19][C:20]=1[CH3:21])[C:5]([C:7]1[C:16](=[O:17])[C:15]2[C:10](=[CH:11][CH:12]=[CH:13][CH:14]=2)[NH:9][CH:8]=1)=[O:6].[H-].[Na+].Br[CH2:25][C:26]1[O:27][C:28]([C:31]([F:34])([F:33])[F:32])=[CH:29][CH:30]=1. Product: [CH3:1][C:2]1[CH:3]=[C:4]([CH:18]=[CH:19][C:20]=1[CH3:21])[C:5]([C:7]1[C:16](=[O:17])[C:15]2[C:10](=[CH:11][CH:12]=[CH:13][CH:14]=2)[N:9]([CH2:25][C:26]2[O:27][C:28]([C:31]([F:34])([F:33])[F:32])=[CH:29][CH:30]=2)[CH:8]=1)=[O:6]. The catalyst class is: 9.